From a dataset of Forward reaction prediction with 1.9M reactions from USPTO patents (1976-2016). Predict the product of the given reaction. (1) Given the reactants CN(C1C=CC=CC=1)C(=NC1C=CC=CC=1)C#C.[CH3:19][N:20]([C:39]1[CH:44]=[CH:43][CH:42]=[CH:41][CH:40]=1)[C:21](=[N:32][C:33]1[CH:38]=[CH:37][CH:36]=[CH:35][CH:34]=1)[CH:22]=[CH:23][S:24][C:25]1[CH:30]=[CH:29][C:28]([Cl:31])=[CH:27][CH:26]=1.ClC1C=CC(S)=CC=1, predict the reaction product. The product is: [CH3:19][N:20]([C:39]1[CH:44]=[CH:43][CH:42]=[CH:41][CH:40]=1)[C:21](=[N:32][C:33]1[CH:34]=[CH:35][CH:36]=[CH:37][CH:38]=1)[CH:22]=[CH:23][S:24][C:25]1[CH:30]=[CH:29][C:28]([Cl:31])=[CH:27][CH:26]=1. (2) The product is: [CH3:1][NH:2][CH2:3][CH2:4][C@H:5]([O:11][C:12]1[CH:13]=[CH:14][CH:15]=[C:16]2[CH:21]=[CH:20][CH:19]=[CH:18][C:17]=12)[C:6]1[S:10][CH:9]=[CH:8][CH:7]=1. Given the reactants [CH3:1][NH:2][CH2:3][CH2:4][C@H:5]([O:11][C:12]1[CH:13]=[CH:14][CH:15]=[C:16]2[CH:21]=[CH:20][CH:19]=[CH:18][C:17]=12)[C:6]1[S:10][CH:9]=[CH:8][CH:7]=1.C([O-])(=O)C([O-])=O.[NH4+], predict the reaction product.